Dataset: Catalyst prediction with 721,799 reactions and 888 catalyst types from USPTO. Task: Predict which catalyst facilitates the given reaction. (1) Reactant: [CH2:1]1[C:13]2[C:12]3[CH:11]=[C:10]([C:14]([NH:16][CH:17]4[CH2:22][CH2:21][N:20]([C:23]([O:25][C:26]([CH3:29])([CH3:28])[CH3:27])=[O:24])[CH2:19][CH2:18]4)=[O:15])[CH:9]=[CH:8][C:7]=3[NH:6][C:5]=2[CH2:4][CH2:3][NH:2]1.Br[CH2:31][C:32]1[CH:40]=[CH:39][C:35]([C:36]([NH2:38])=[O:37])=[CH:34][CH:33]=1.C(=O)(O)[O-].[Na+]. Product: [C:36]([C:35]1[CH:39]=[CH:40][C:32]([CH2:31][N:2]2[CH2:3][CH2:4][C:5]3[NH:6][C:7]4[CH:8]=[CH:9][C:10]([C:14]([NH:16][CH:17]5[CH2:18][CH2:19][N:20]([C:23]([O:25][C:26]([CH3:29])([CH3:28])[CH3:27])=[O:24])[CH2:21][CH2:22]5)=[O:15])=[CH:11][C:12]=4[C:13]=3[CH2:1]2)=[CH:33][CH:34]=1)(=[O:37])[NH2:38]. The catalyst class is: 3. (2) Reactant: O[C:2]1[C:7]([C:8](=[O:11])[CH2:9][CH3:10])=[CH:6][CH:5]=[C:4]([O:12][CH3:13])[C:3]=1[NH:14][C:15](=[O:18])[CH2:16][CH3:17].C(=O)([O-])O.[Na+]. Product: [CH2:16]([C:15]1[O:18][C:2]2[C:7]([C:8](=[O:11])[CH2:9][CH3:10])=[CH:6][CH:5]=[C:4]([O:12][CH3:13])[C:3]=2[N:14]=1)[CH3:17]. The catalyst class is: 11. (3) Reactant: [CH3:1][O:2][N:3]([CH3:21])[C:4](=[O:20])[C:5]1[CH:10]=[CH:9][C:8]([C:11]([F:14])([F:13])[F:12])=[N:7][C:6]=1[C:15]#[C:16][CH2:17][O:18][CH3:19].CO. Product: [CH3:1][O:2][N:3]([CH3:21])[C:4](=[O:20])[C:5]1[CH:10]=[CH:9][C:8]([C:11]([F:14])([F:13])[F:12])=[N:7][C:6]=1[CH2:15][CH2:16][CH2:17][O:18][CH3:19]. The catalyst class is: 45.